This data is from Reaction yield outcomes from USPTO patents with 853,638 reactions. The task is: Predict the reaction yield, written as a fraction of the theoretical maximum amount of product (1.0 means a 100% yield; for example, 0.34 means a 34% yield). (1) The reactants are [Cl:1][C:2]1[C:3]([CH2:8][NH:9][C:10](=O)[CH3:11])=[N:4][CH:5]=[CH:6][N:7]=1.P(Cl)(Cl)(Cl)=O. The catalyst is C(#N)C. The product is [Cl:1][C:2]1[C:3]2[N:4]([C:10]([CH3:11])=[N:9][CH:8]=2)[CH:5]=[CH:6][N:7]=1. The yield is 0.970. (2) The reactants are [Cl:1][C:2]1[CH:3]=[C:4]2[C:8](=[CH:9][CH:10]=1)[NH:7][C:6](=[O:11])/[C:5]/2=[C:12](/[C:17]#[N:18])\[C:13]([O:15][CH3:16])=[O:14].[N+:19]([CH3:22])([O-:21])=[O:20].N1CCCCC1. The catalyst is C(OCC)(=O)C. The product is [Cl:1][C:2]1[CH:3]=[C:4]2[C:8](=[CH:9][CH:10]=1)[NH:7][C:6](=[O:11])[C:5]2([CH:12]([C:17]#[N:18])[C:13]([O:15][CH3:16])=[O:14])[CH2:22][N+:19]([O-:21])=[O:20]. The yield is 0.738. (3) The reactants are [F:1][C:2]1[CH:7]=[CH:6][C:5]([C:8]2[N:9]=[CH:10][N:11]([C:26]3[CH:27]=[N:28][CH:29]=[CH:30][CH:31]=3)[C:12]=2[C:13]2[CH:14]=[CH:15][C:16]3[N:17]([CH:19]=[C:20]([NH:22]C(=O)C)[N:21]=3)[N:18]=2)=[CH:4][CH:3]=1.Cl.O1CCOCC1. The catalyst is CO. The product is [F:1][C:2]1[CH:7]=[CH:6][C:5]([C:8]2[N:9]=[CH:10][N:11]([C:26]3[CH:27]=[N:28][CH:29]=[CH:30][CH:31]=3)[C:12]=2[C:13]2[CH:14]=[CH:15][C:16]3[N:17]([CH:19]=[C:20]([NH2:22])[N:21]=3)[N:18]=2)=[CH:4][CH:3]=1. The yield is 0.740. (4) The product is [C:21]1([S:31]([C:8]2[CH:9]=[CH:10][C:11]([NH:14][C:15]3[S:16][CH:17]=[CH:18][N:19]=3)=[N:12][CH:13]=2)(=[O:34])=[O:32])[CH:22]=[CH:23][CH:24]=[CH:25][CH:26]=1. The yield is 0.410. The catalyst is ClCCl. The reactants are C1(S[C:8]2[CH:9]=[CH:10][C:11]([NH:14][C:15]3[S:16][CH:17]=[CH:18][N:19]=3)=[N:12][CH:13]=2)C=CC=CC=1.Cl[C:21]1[CH:26]=[CH:25][CH:24]=[C:23](C(OO)=O)[CH:22]=1.[S:31]([O:34]S([O-])=O)([O-])=[O:32].[Na+].[Na+]. (5) The reactants are [CH2:1]1[C:9]2[C:4](=[CH:5][CH:6]=[CH:7][CH:8]=2)[CH2:3][NH:2]1.[F:10][C:11]1[CH:16]=[CH:15][C:14]([C:17]2[O:18][C:19]3[CH:29]=[CH:28][C:27]([C:30]4[CH:31]=[C:32]([CH:36]=[CH:37][CH:38]=4)[C:33](O)=[O:34])=[CH:26][C:20]=3[C:21]=2[C:22](=[O:25])[NH:23][CH3:24])=[CH:13][CH:12]=1.CN(C(ON1N=NC2C=CC=NC1=2)=[N+](C)C)C.F[P-](F)(F)(F)(F)F.CCN(C(C)C)C(C)C. The catalyst is CN(C=O)C.CO. The product is [F:10][C:11]1[CH:16]=[CH:15][C:14]([C:17]2[O:18][C:19]3[CH:29]=[CH:28][C:27]([C:30]4[CH:38]=[CH:37][CH:36]=[C:32]([C:33]([N:2]5[CH2:3][C:4]6[C:9](=[CH:8][CH:7]=[CH:6][CH:5]=6)[CH2:1]5)=[O:34])[CH:31]=4)=[CH:26][C:20]=3[C:21]=2[C:22]([NH:23][CH3:24])=[O:25])=[CH:13][CH:12]=1. The yield is 0.680. (6) The reactants are [C:1]([C:6]1[CH:16]=[CH:15][C:9]([C:10]([O:12][CH2:13][CH3:14])=[O:11])=[CH:8][CH:7]=1)(=O)[CH2:2][CH2:3][CH3:4].[CH:17]1([C:20]2[CH:21]=[N:22][N:23]([C:25]3[N:30]=[CH:29][C:28]([NH2:31])=[CH:27][CH:26]=3)[CH:24]=2)[CH2:19][CH2:18]1.[B][B][B][B][B][B][B][B][B][B]. The catalyst is CO. The product is [CH:17]1([C:20]2[CH:21]=[N:22][N:23]([C:25]3[N:30]=[CH:29][C:28]([NH:31][CH:1]([C:6]4[CH:16]=[CH:15][C:9]([C:10]([O:12][CH2:13][CH3:14])=[O:11])=[CH:8][CH:7]=4)[CH2:2][CH2:3][CH3:4])=[CH:27][CH:26]=3)[CH:24]=2)[CH2:19][CH2:18]1. The yield is 0.120. (7) The reactants are [OH:1][C:2]1[CH:11]=[C:10]2[C:5]([C:6](=[O:12])[NH:7][CH:8]=[N:9]2)=[CH:4][C:3]=1[O:13][CH3:14].[C:15](OC(=O)C)(=[O:17])[CH3:16]. The catalyst is N1C=CC=CC=1. The product is [C:15]([O:1][C:2]1[CH:11]=[C:10]2[C:5]([C:6](=[O:12])[NH:7][CH:8]=[N:9]2)=[CH:4][C:3]=1[O:13][CH3:14])(=[O:17])[CH3:16]. The yield is 0.840. (8) The reactants are Cl[C:2]1[CH:6]=[CH:5]S[C:3]=1[C:7]([NH:9]N)=O.[NH2:11][NH2:12].[Cl:13][C:14]1[CH:18]=[CH:17][S:16][C:15]=1[C:19](Cl)=[O:20].[CH2:22](Cl)Cl. No catalyst specified. The product is [Cl:13][C:14]1[CH:18]=[CH:17][S:16][C:15]=1[C:19]1[O:20][C:22]([N:9]2[CH2:5][CH2:6][CH2:2][CH2:3][CH2:7]2)=[N:12][N:11]=1. The yield is 0.820. (9) The reactants are [CH2:1]([O:3][C:4]([C:6]1[C:11](=[O:12])[N:10]([CH2:13][C:14]2[CH:19]=[CH:18][CH:17]=[C:16]([F:20])[CH:15]=2)[C:9]2[CH:21]=[CH:22][S:23][C:8]=2[C:7]=1O)=[O:5])[CH3:2].C(Cl)(=O)C([Cl:28])=O.[Na+].[Cl-]. The catalyst is CN(C=O)C. The product is [CH2:1]([O:3][C:4]([C:6]1[C:11](=[O:12])[N:10]([CH2:13][C:14]2[CH:19]=[CH:18][CH:17]=[C:16]([F:20])[CH:15]=2)[C:9]2[CH:21]=[CH:22][S:23][C:8]=2[C:7]=1[Cl:28])=[O:5])[CH3:2]. The yield is 0.870.